Dataset: Full USPTO retrosynthesis dataset with 1.9M reactions from patents (1976-2016). Task: Predict the reactants needed to synthesize the given product. (1) Given the product [OH:43][N:42]([CH2:40][CH3:41])[C:1](=[NH:2])/[C:3](=[N:10]\[O:11][CH2:12][C:13]1[N:18]=[C:17]([NH:19][C:20](=[O:26])[O:47][C:45]([CH3:34])([CH3:46])[CH3:44])[CH:16]=[CH:15][CH:14]=1)/[C:4]1[CH:5]=[CH:6][CH:7]=[CH:8][CH:9]=1, predict the reactants needed to synthesize it. The reactants are: [C:1](/[C:3](=[N:10]\[O:11][CH2:12][C:13]1[N:18]=[C:17]([NH:19][C:20](=[O:26])OC(C)(C)C)[CH:16]=[CH:15][CH:14]=1)/[C:4]1[CH:9]=[CH:8][CH:7]=[CH:6][CH:5]=1)#[N:2].C(=O)([O-])[O-].[K+].[K+].F[C:34](F)(F)C(O)=O.[CH2:40]([NH:42][OH:43])[CH3:41].[CH3:44][CH:45]([OH:47])[CH3:46].O. (2) The reactants are: [NH2:1][C:2]1([CH2:6][NH:7][C:8]2[C:17]3[C:12](=[CH:13][CH:14]=[C:15]([CH3:18])[CH:16]=3)[N:11]=[C:10]([N:19]3[CH2:25][C:24]4[CH:26]=[CH:27][CH:28]=[C:29](F)[C:23]=4[S:22](=[O:32])(=[O:31])[CH2:21][CH2:20]3)[CH:9]=2)[CH2:5][O:4][CH2:3]1.[CH3:33][O-:34].[Na+]. Given the product [NH2:1][C:2]1([CH2:6][NH:7][C:8]2[C:17]3[C:12](=[CH:13][CH:14]=[C:15]([CH3:18])[CH:16]=3)[N:11]=[C:10]([N:19]3[CH2:25][C:24]4[CH:26]=[CH:27][CH:28]=[C:29]([O:34][CH3:33])[C:23]=4[S:22](=[O:32])(=[O:31])[CH2:21][CH2:20]3)[CH:9]=2)[CH2:5][O:4][CH2:3]1, predict the reactants needed to synthesize it. (3) Given the product [Cl:1][C:2]1[CH:3]=[C:4]([CH:8]=[CH:9][C:10]=1[N:11]1[C:15]2=[N:16][C:17]3[C:22]([Cl:23])=[CH:21][CH:20]=[C:19]([CH:24]([CH2:25][CH3:26])[CH2:27][CH3:28])[C:18]=3[N:14]2[CH2:13][CH2:12]1)[C:5]([NH2:31])=[O:7], predict the reactants needed to synthesize it. The reactants are: [Cl:1][C:2]1[CH:3]=[C:4]([CH:8]=[CH:9][C:10]=1[N:11]1[C:15]2=[N:16][C:17]3[C:22]([Cl:23])=[CH:21][CH:20]=[C:19]([CH:24]([CH2:27][CH3:28])[CH2:25][CH3:26])[C:18]=3[N:14]2[CH2:13][CH2:12]1)[C:5]([OH:7])=O.[NH4+].O[N:31]1C2C=CC=CC=2N=N1.Cl.C(N=C=NCCCN(C)C)C. (4) Given the product [CH2:11]([O:10][C:8](=[O:9])[C:7]([F:14])([F:13])[CH2:36][N:32]1[CH2:33][CH2:34][O:35][CH:30]([C:27]2[CH:28]=[CH:29][C:24]([O:23][CH2:15][CH2:16][CH2:17][CH2:18][CH2:19][CH2:20][CH2:21][CH3:22])=[CH:25][CH:26]=2)[CH2:31]1)[CH3:12], predict the reactants needed to synthesize it. The reactants are: Cl[Si](C)(C)C.Br[C:7]([F:14])([F:13])[C:8]([O:10][CH2:11][CH3:12])=[O:9].[CH2:15]([O:23][C:24]1[CH:29]=[CH:28][C:27]([CH:30]2[O:35][CH2:34][CH2:33][N:32]([CH2:36]N3C4C=CC=CC=4N=N3)[CH2:31]2)=[CH:26][CH:25]=1)[CH2:16][CH2:17][CH2:18][CH2:19][CH2:20][CH2:21][CH3:22].